This data is from NCI-60 drug combinations with 297,098 pairs across 59 cell lines. The task is: Regression. Given two drug SMILES strings and cell line genomic features, predict the synergy score measuring deviation from expected non-interaction effect. (1) Drug 1: CC1=C2C(C(=O)C3(C(CC4C(C3C(C(C2(C)C)(CC1OC(=O)C(C(C5=CC=CC=C5)NC(=O)OC(C)(C)C)O)O)OC(=O)C6=CC=CC=C6)(CO4)OC(=O)C)O)C)O. Drug 2: C(CC(=O)O)C(=O)CN.Cl. Cell line: NCI-H460. Synergy scores: CSS=29.2, Synergy_ZIP=-6.65, Synergy_Bliss=-6.53, Synergy_Loewe=-36.9, Synergy_HSA=-5.73. (2) Drug 1: CCCCCOC(=O)NC1=NC(=O)N(C=C1F)C2C(C(C(O2)C)O)O. Drug 2: C1CCC(C(C1)N)N.C(=O)(C(=O)[O-])[O-].[Pt+4]. Synergy scores: CSS=0.272, Synergy_ZIP=0.230, Synergy_Bliss=0.943, Synergy_Loewe=-3.03, Synergy_HSA=-0.635. Cell line: EKVX. (3) Drug 1: COC1=CC(=CC(=C1O)OC)C2C3C(COC3=O)C(C4=CC5=C(C=C24)OCO5)OC6C(C(C7C(O6)COC(O7)C8=CC=CS8)O)O. Drug 2: C(CN)CNCCSP(=O)(O)O. Cell line: SK-OV-3. Synergy scores: CSS=11.8, Synergy_ZIP=-4.37, Synergy_Bliss=0.607, Synergy_Loewe=-26.8, Synergy_HSA=0.517.